From a dataset of CYP3A4 inhibition data for predicting drug metabolism from PubChem BioAssay. Regression/Classification. Given a drug SMILES string, predict its absorption, distribution, metabolism, or excretion properties. Task type varies by dataset: regression for continuous measurements (e.g., permeability, clearance, half-life) or binary classification for categorical outcomes (e.g., BBB penetration, CYP inhibition). Dataset: cyp3a4_veith. (1) The molecule is CNCCCC12CCC(c3ccccc31)c1ccccc12.Cl. The result is 1 (inhibitor). (2) The compound is Cc1ccc(N(C)C(=O)Oc2cccc3ccc(C)nc23)cc1. The result is 1 (inhibitor). (3) The result is 0 (non-inhibitor). The molecule is CN(C)S(=O)(=O)c1nc(Cl)c2[nH]cnc2n1.